Dataset: Peptide-MHC class I binding affinity with 185,985 pairs from IEDB/IMGT. Task: Regression. Given a peptide amino acid sequence and an MHC pseudo amino acid sequence, predict their binding affinity value. This is MHC class I binding data. The peptide sequence is KTAVQMAVF. The MHC is HLA-B27:05 with pseudo-sequence HLA-B27:05. The binding affinity (normalized) is 0.00937.